This data is from Catalyst prediction with 721,799 reactions and 888 catalyst types from USPTO. The task is: Predict which catalyst facilitates the given reaction. Reactant: [CH3:1][C:2]1[N:6]2[C:7]3[CH:13]=[C:12]([CH3:14])[NH:11][C:8]=3[CH:9]=[CH:10][C:5]2=[N:4][N:3]=1.[H-].[Na+].Br[CH2:18][C:19]1[CH:24]=[CH:23][CH:22]=[CH:21][C:20]=1[F:25]. Product: [F:25][C:20]1[CH:21]=[CH:22][CH:23]=[CH:24][C:19]=1[CH2:18][N:11]1[C:8]2[CH:9]=[CH:10][C:5]3[N:6]([C:2]([CH3:1])=[N:3][N:4]=3)[C:7]=2[CH:13]=[C:12]1[CH3:14]. The catalyst class is: 3.